From a dataset of Forward reaction prediction with 1.9M reactions from USPTO patents (1976-2016). Predict the product of the given reaction. (1) Given the reactants [Cl-].[Al+3].[Cl-].[Cl-].[Cl-].C[NH+](C)C.C([O:17][C:18]1[C:19]([C:25](=[O:27])[CH3:26])=[N:20][C:21]([Cl:24])=[CH:22][CH:23]=1)C1C=CC=CC=1, predict the reaction product. The product is: [Cl:24][C:21]1[N:20]=[C:19]([C:25](=[O:27])[CH3:26])[C:18]([OH:17])=[CH:23][CH:22]=1. (2) Given the reactants Br[C:2]1[C:10]2[N:9]3[CH2:11][CH2:12][NH:13][C:14](=[O:15])[C:8]3=[CH:7][C:6]=2[CH:5]=[C:4]([C:16]#[N:17])[CH:3]=1.[Cl:18][C:19]1[N:24]=[CH:23][C:22](B(O)O)=[CH:21][CH:20]=1, predict the reaction product. The product is: [Cl:18][C:19]1[N:24]=[CH:23][C:22]([C:2]2[C:10]3[N:9]4[CH2:11][CH2:12][NH:13][C:14](=[O:15])[C:8]4=[CH:7][C:6]=3[CH:5]=[C:4]([C:16]#[N:17])[CH:3]=2)=[CH:21][CH:20]=1. (3) Given the reactants C([SiH2][O:6][C:7](C1C=CC=CC=1)(C1C=CC=CC=1)[CH:8]1[O:12][CH:11]([N:13]2[CH:18]=[CH:17][C:16](=[O:19])[NH:15][C:14]2=[O:20])[CH:10]([O:21][C:22](=[O:29])[C:23]2[CH:28]=[CH:27][CH:26]=[CH:25][CH:24]=2)[CH2:9]1)(C)(C)C.[F-].C([N+](CCCC)(CCCC)CCCC)CCC, predict the reaction product. The product is: [O:20]=[C:14]1[NH:15][C:16](=[O:19])[CH:17]=[CH:18][N:13]1[CH:11]1[CH:10]([O:21][C:22](=[O:29])[C:23]2[CH:24]=[CH:25][CH:26]=[CH:27][CH:28]=2)[CH2:9][CH:8]([CH2:7][OH:6])[O:12]1. (4) Given the reactants [CH:1]1([CH:7]([C:19]2[CH:23]=[C:22]([C:24]3[CH:29]=[CH:28][N:27]=[CH:26][CH:25]=3)[O:21][C:20]=2[CH3:30])[O:8][C:9]2[CH:18]=[CH:17][C:12]([C:13]([O:15]C)=[O:14])=[CH:11][CH:10]=2)[CH2:6][CH2:5][CH2:4][CH2:3][CH2:2]1.[OH-].[Na+].O.Cl, predict the reaction product. The product is: [CH:1]1([CH:7]([C:19]2[CH:23]=[C:22]([C:24]3[CH:29]=[CH:28][N:27]=[CH:26][CH:25]=3)[O:21][C:20]=2[CH3:30])[O:8][C:9]2[CH:10]=[CH:11][C:12]([C:13]([OH:15])=[O:14])=[CH:17][CH:18]=2)[CH2:6][CH2:5][CH2:4][CH2:3][CH2:2]1. (5) Given the reactants Br[C:2]1[CH:7]=[CH:6][C:5]([Cl:8])=[C:4]([O:9][CH:10]2[CH2:12][CH2:11]2)[CH:3]=1.[F:13][C:14]([F:25])([F:24])[C:15]1[CH:16]=[CH:17][C:18]([CH2:21][CH2:22][NH2:23])=[N:19][CH:20]=1, predict the reaction product. The product is: [Cl:8][C:5]1[CH:6]=[CH:7][C:2]([NH:23][CH2:22][CH2:21][C:18]2[CH:17]=[CH:16][C:15]([C:14]([F:25])([F:13])[F:24])=[CH:20][N:19]=2)=[CH:3][C:4]=1[O:9][CH:10]1[CH2:12][CH2:11]1. (6) Given the reactants [I:1]N1C(=O)CCC1=O.[Cl:9][C:10]1[CH:15]=[C:14]([NH2:16])[CH:13]=[CH:12][N:11]=1, predict the reaction product. The product is: [Cl:9][C:10]1[CH:15]=[C:14]([NH2:16])[C:13]([I:1])=[CH:12][N:11]=1. (7) The product is: [CH:1]1([N:9]2[CH2:10][CH2:11][CH2:12][N:6]([C:13]([C@H:15]3[CH2:19][C@@H:18]([OH:20])[CH2:17][N:16]3[C:21](=[O:23])[CH3:22])=[O:14])[CH2:7][CH2:8]2)[CH2:4][CH2:3][CH2:2]1. Given the reactants [C:1]1(=O)[CH2:4][CH2:3][CH2:2]1.[N:6]1([C:13]([C@H:15]2[CH2:19][C@@H:18]([OH:20])[CH2:17][N:16]2[C:21](=[O:23])[CH3:22])=[O:14])[CH2:12][CH2:11][CH2:10][NH:9][CH2:8][CH2:7]1.C(O[BH-](OC(=O)C)OC(=O)C)(=O)C.[Na+].[OH-].[Na+].[O-]S([O-])(=O)=O.[Mg+2], predict the reaction product.